This data is from Reaction yield outcomes from USPTO patents with 853,638 reactions. The task is: Predict the reaction yield, written as a fraction of the theoretical maximum amount of product (1.0 means a 100% yield; for example, 0.34 means a 34% yield). (1) The reactants are [F:1][C:2]([F:26])([F:25])[C:3]1[CH:4]=[C:5]([NH:13][C:14]2[C:23]3[C:18](=[CH:19][CH:20]=[CH:21][CH:22]=3)[C:17](Cl)=[N:16][N:15]=2)[CH:6]=[C:7]([C:9]([F:12])([F:11])[F:10])[CH:8]=1.[F:27][C:28]1[CH:33]=[C:32](B2OC(C)(C)C(C)(C)O2)[CH:31]=[CH:30][C:29]=1[C:43](=[O:45])[CH3:44].[O-]P([O-])([O-])=O.[K+].[K+].[K+].[OH-].[Na+]. The catalyst is O1CCOCC1.C1C=CC(P(C2C=CC=CC=2)[C-]2C=CC=C2)=CC=1.C1C=CC(P(C2C=CC=CC=2)[C-]2C=CC=C2)=CC=1.Cl[Pd]Cl.[Fe+2].ClCCl.O. The product is [F:1][C:2]([F:26])([F:25])[C:3]1[CH:4]=[C:5]([NH:13][C:14]2[C:23]3[C:18](=[CH:19][CH:20]=[CH:21][CH:22]=3)[C:17]([C:32]3[CH:31]=[CH:30][C:29]([C:43](=[O:45])[CH3:44])=[C:28]([F:27])[CH:33]=3)=[N:16][N:15]=2)[CH:6]=[C:7]([C:9]([F:12])([F:11])[F:10])[CH:8]=1. The yield is 0.710. (2) The reactants are [CH3:1][O:2][C:3]1[CH:4]=[C:5]([C:15](=O)[CH3:16])[CH:6]=[N:7][C:8]=1[O:9][CH2:10][C:11]([F:14])([F:13])[F:12].[CH3:18][C:19]([S@:22]([NH2:24])=[O:23])([CH3:21])[CH3:20]. No catalyst specified. The product is [CH3:1][O:2][C:3]1[CH:4]=[C:5]([CH:15]([NH:24][S@@:22]([C:19]([CH3:21])([CH3:20])[CH3:18])=[O:23])[CH3:16])[CH:6]=[N:7][C:8]=1[O:9][CH2:10][C:11]([F:14])([F:13])[F:12]. The yield is 0.830.